This data is from Forward reaction prediction with 1.9M reactions from USPTO patents (1976-2016). The task is: Predict the product of the given reaction. Given the reactants [C:1]([NH:4][C:5]1[CH:6]=[C:7]([CH:15]([CH3:17])[CH3:16])[C:8]([S:11](Cl)(=[O:13])=[O:12])=[N:9][CH:10]=1)(=[O:3])[CH3:2].C(=O)([O-])[O-].[K+].[K+].[NH2:24][C:25]1[CH:26]=[CH:27][C:28]2[CH2:32][O:31][B:30]([OH:33])[C:29]=2[CH:34]=1, predict the reaction product. The product is: [OH:33][B:30]1[C:29]2[CH:34]=[C:25]([NH:24][S:11]([C:8]3[N:9]=[CH:10][C:5]([NH:4][C:1](=[O:3])[CH3:2])=[CH:6][C:7]=3[CH:15]([CH3:17])[CH3:16])(=[O:13])=[O:12])[CH:26]=[CH:27][C:28]=2[CH2:32][O:31]1.